From a dataset of Catalyst prediction with 721,799 reactions and 888 catalyst types from USPTO. Predict which catalyst facilitates the given reaction. (1) Reactant: CO.[F:3][C:4]1[C:9]([CH:10]([CH3:12])[CH3:11])=[CH:8][C:7]([C:13]2[C:14]([CH:23]=[O:24])=[CH:15][C:16]([C:19]([F:22])([F:21])[F:20])=[CH:17][CH:18]=2)=[C:6]([O:25][CH3:26])[CH:5]=1.S(=O)(=O)([OH:29])N.[O-]Cl=O.[Na+]. Product: [F:3][C:4]1[C:9]([CH:10]([CH3:12])[CH3:11])=[CH:8][C:7]([C:13]2[C:14]([C:23]([OH:29])=[O:24])=[CH:15][C:16]([C:19]([F:22])([F:21])[F:20])=[CH:17][CH:18]=2)=[C:6]([O:25][CH3:26])[CH:5]=1. The catalyst class is: 20. (2) Reactant: O1CCOCC1.Cl.C([O:12][C:13](=[O:48])[CH2:14][N:15]1[C:24]2[C:19](=[CH:20][CH:21]=[C:22]([CH2:26][N:27]([C:42](=[O:47])[C:43]([F:46])([F:45])[F:44])[C:28]3[CH:33]=[CH:32][C:31]([CH2:34][CH2:35][C:36]([O:38][CH2:39][CH3:40])=[O:37])=[C:30]([F:41])[CH:29]=3)[C:23]=2[CH3:25])[CH2:18][CH2:17][CH2:16]1)(C)(C)C. Product: [CH2:39]([O:38][C:36](=[O:37])[CH2:35][CH2:34][C:31]1[CH:32]=[CH:33][C:28]([N:27]([CH2:26][C:22]2[C:23]([CH3:25])=[C:24]3[C:19]([CH2:18][CH2:17][CH2:16][N:15]3[CH2:14][C:13]([OH:48])=[O:12])=[CH:20][CH:21]=2)[C:42](=[O:47])[C:43]([F:45])([F:46])[F:44])=[CH:29][C:30]=1[F:41])[CH3:40]. The catalyst class is: 12.